This data is from Reaction yield outcomes from USPTO patents with 853,638 reactions. The task is: Predict the reaction yield, written as a fraction of the theoretical maximum amount of product (1.0 means a 100% yield; for example, 0.34 means a 34% yield). (1) The reactants are [CH3:1][CH:2]([CH3:38])[C@H:3]([N:8]1[CH2:16][C:15]2[C:10](=[CH:11][C:12]([C:17]3[CH:22]=[CH:21][C:20]([NH:23][C:24](C4SC(C5C=CC=CC=5)=CN=4)=[O:25])=[CH:19][CH:18]=3)=[CH:13][CH:14]=2)[C:9]1=[O:37])[C:4]([O:6][CH3:7])=[O:5].NC1C=CC(C2C=C3C(CN([C@@H](C(C)C)C(OC)=O)C3=O)=CC=2)=CC=1.[C:64]([C:66]([C:71]1[CH:79]=[CH:78][C:74](C(Cl)=O)=[CH:73][CH:72]=1)([CH2:69][CH3:70])[CH2:67][CH3:68])#[N:65]. No catalyst specified. The product is [C:64]([C:66]([C:71]1[CH:72]=[CH:73][C:74]([C:24]([NH:23][C:20]2[CH:21]=[CH:22][C:17]([C:12]3[CH:11]=[C:10]4[C:15]([CH2:16][N:8]([C@@H:3]([CH:2]([CH3:38])[CH3:1])[C:4]([O:6][CH3:7])=[O:5])[C:9]4=[O:37])=[CH:14][CH:13]=3)=[CH:18][CH:19]=2)=[O:25])=[CH:78][CH:79]=1)([CH2:67][CH3:68])[CH2:69][CH3:70])#[N:65]. The yield is 0.490. (2) The reactants are C(OC([N:8]1[CH:17]([CH:18]([OH:47])[CH:19]([O:21][C:22](=[O:46])[CH2:23][CH2:24][CH:25]([NH:38]C(OC(C)(C)C)=O)[C:26](=[O:37])[NH:27][CH:28]([C:30]([O:32]C(C)(C)C)=[O:31])[CH3:29])[CH3:20])[CH2:16][NH:15][C:14]2[NH:13][C:12]([NH2:48])=[N:11][C:10](=[O:49])[C:9]1=2)=O)(C)(C)C.FC(F)(F)C(O)=O.C(Cl)[Cl:58]. No catalyst specified. The product is [ClH:58].[ClH:58].[NH2:48][C:12]1[NH:11][C:10](=[O:49])[C:9]2[NH:8][CH:17]([CH:18]([OH:47])[CH:19]([O:21][C:22](=[O:46])[CH2:23][CH2:24][CH:25]([NH2:38])[C:26](=[O:37])[NH:27][CH:28]([C:30]([OH:32])=[O:31])[CH3:29])[CH3:20])[CH2:16][NH:15][C:14]=2[N:13]=1. The yield is 0.980. (3) The reactants are [CH3:1][C:2]1[C:6]2[C:7](=[O:19])[N:8]([CH2:11][CH2:12][N:13]3[CH2:18][CH2:17][O:16][CH2:15][CH2:14]3)[CH2:9][CH2:10][C:5]=2[NH:4][C:3]=1[CH:20]=O.[CH3:22][C:23]1[CH:31]=[CH:30][CH:29]=[C:28]2[C:24]=1[CH2:25][C:26](=[O:32])[NH:27]2. No catalyst specified. The product is [CH3:1][C:2]1[C:6]2[C:7](=[O:19])[N:8]([CH2:11][CH2:12][N:13]3[CH2:14][CH2:15][O:16][CH2:17][CH2:18]3)[CH2:9][CH2:10][C:5]=2[NH:4][C:3]=1[CH:20]=[C:25]1[C:24]2[C:28](=[CH:29][CH:30]=[CH:31][C:23]=2[CH3:22])[NH:27][C:26]1=[O:32]. The yield is 0.733. (4) The reactants are [CH2:1]([O:3][C:4]([C:6]1[NH:10][CH:9]=[C:8]([CH2:11][CH2:12][CH2:13][C:14]([OH:16])=O)[CH:7]=1)=[O:5])[CH3:2].FC(F)(F)C(OC(=O)C(F)(F)F)=O. The catalyst is C(O)(C(F)(F)F)=O. The product is [O:16]=[C:14]1[C:9]2[NH:10][C:6]([C:4]([O:3][CH2:1][CH3:2])=[O:5])=[CH:7][C:8]=2[CH2:11][CH2:12][CH2:13]1. The yield is 0.870. (5) The reactants are [CH3:1][N:2]1[CH:6]=[CH:5][CH:4]=[N:3]1.[Li]CCCC.[CH:12]([O:15][B:16]1[O:20][C:19](C)(C)[C:18]([CH3:24])([CH3:23])O1)(C)C. The catalyst is C1COCC1.[NH4+].[Cl-]. The product is [CH3:24][C:18]1([CH3:23])[CH2:12][O:15][B:16]([C:6]2[N:2]([CH3:1])[N:3]=[CH:4][CH:5]=2)[O:20][CH2:19]1. The yield is 0.770.